This data is from Retrosynthesis with 50K atom-mapped reactions and 10 reaction types from USPTO. The task is: Predict the reactants needed to synthesize the given product. (1) Given the product O=C(c1ccc(Br)cc1F)N1CC(F)(F)C1, predict the reactants needed to synthesize it. The reactants are: FC1(F)CNC1.O=C(O)c1ccc(Br)cc1F. (2) Given the product O=C(NCCCO)c1cc(Br)c2cc[nH]c2c1, predict the reactants needed to synthesize it. The reactants are: NCCCO.O=C(O)c1cc(Br)c2cc[nH]c2c1.